This data is from Reaction yield outcomes from USPTO patents with 853,638 reactions. The task is: Predict the reaction yield, written as a fraction of the theoretical maximum amount of product (1.0 means a 100% yield; for example, 0.34 means a 34% yield). The reactants are [CH:1]1([CH2:7][C@H:8]([NH:24][C:25]([C:27]2[O:28][CH:29]=[CH:30][CH:31]=2)=[O:26])[C:9](=[O:23])[NH:10][C@H:11]2[CH2:17][CH2:16][C@@H:15]([CH3:18])[N:14]([CH2:19][CH2:20][CH3:21])[CH2:13][C@@H:12]2[OH:22])[CH2:6][CH2:5][CH2:4][CH2:3][CH2:2]1.C(N(CC)CC)C. The catalyst is CS(C)=O.O. The product is [CH:1]1([CH2:7][C@H:8]([NH:24][C:25]([C:27]2[O:28][CH:29]=[CH:30][CH:31]=2)=[O:26])[C:9](=[O:23])[NH:10][C@H:11]2[CH2:17][CH2:16][C@@H:15]([CH3:18])[N:14]([CH2:19][CH2:20][CH3:21])[CH2:13][C:12]2=[O:22])[CH2:2][CH2:3][CH2:4][CH2:5][CH2:6]1. The yield is 0.790.